From a dataset of Full USPTO retrosynthesis dataset with 1.9M reactions from patents (1976-2016). Predict the reactants needed to synthesize the given product. (1) Given the product [C:15]1([CH2:14][N:11]2[CH2:12][CH2:13][N:8]([C:4]3[C:3]([C:21]([O:23][CH:24]([CH3:26])[CH3:25])=[O:22])=[C:2]([S:43][C:37]4[CH:42]=[CH:41][CH:40]=[CH:39][CH:38]=4)[CH:7]=[CH:6][N:5]=3)[CH2:9][CH2:10]2)[CH:20]=[CH:19][CH:18]=[CH:17][CH:16]=1, predict the reactants needed to synthesize it. The reactants are: I[C:2]1[CH:7]=[CH:6][N:5]=[C:4]([N:8]2[CH2:13][CH2:12][N:11]([CH2:14][C:15]3[CH:20]=[CH:19][CH:18]=[CH:17][CH:16]=3)[CH2:10][CH2:9]2)[C:3]=1[C:21]([O:23][CH:24]([CH3:26])[CH3:25])=[O:22].C(=O)([O-])[O-].[K+].[K+].C(O)CO.[C:37]1([SH:43])[CH:42]=[CH:41][CH:40]=[CH:39][CH:38]=1. (2) Given the product [ClH:39].[ClH:39].[C:1]1([S:7]([C:10]2[CH:11]=[CH:12][C:13]([NH:16][C:17]3[C:18]4[CH:26]=[C:25]([C:27]5[O:31][C:30]([CH2:32][NH:38][CH2:37][CH2:36][S:35][CH3:34])=[CH:29][CH:28]=5)[N:24]=[CH:23][C:19]=4[N:20]=[CH:21][N:22]=3)=[CH:14][CH:15]=2)(=[O:8])=[O:9])[CH:6]=[CH:5][CH:4]=[CH:3][CH:2]=1, predict the reactants needed to synthesize it. The reactants are: [C:1]1([S:7]([C:10]2[CH:15]=[CH:14][C:13]([NH:16][C:17]3[C:18]4[CH:26]=[C:25]([C:27]5[O:31][C:30]([CH:32]=O)=[CH:29][CH:28]=5)[N:24]=[CH:23][C:19]=4[N:20]=[CH:21][N:22]=3)=[CH:12][CH:11]=2)(=[O:9])=[O:8])[CH:6]=[CH:5][CH:4]=[CH:3][CH:2]=1.[CH3:34][S:35][CH2:36][CH2:37][NH2:38].[Cl:39]CCl. (3) Given the product [F:35][C:3]([F:2])([F:34])[C:4]1[CH:5]=[C:6]([C@H:14]([N:16]([CH3:33])[C:17]([C@H:19]2[CH2:24][CH2:23][N:22]([C:42]([C:40]3[CH:41]=[N:36][CH:37]=[N:38][CH:39]=3)=[O:43])[CH2:21][C@@H:20]2[C:25]2[CH:30]=[CH:29][C:28]([F:31])=[CH:27][C:26]=2[CH3:32])=[O:18])[CH3:15])[CH:7]=[C:8]([C:10]([F:12])([F:13])[F:11])[CH:9]=1, predict the reactants needed to synthesize it. The reactants are: Cl.[F:2][C:3]([F:35])([F:34])[C:4]1[CH:5]=[C:6]([C@H:14]([N:16]([CH3:33])[C:17]([C@H:19]2[CH2:24][CH2:23][NH:22][CH2:21][C@@H:20]2[C:25]2[CH:30]=[CH:29][C:28]([F:31])=[CH:27][C:26]=2[CH3:32])=[O:18])[CH3:15])[CH:7]=[C:8]([C:10]([F:13])([F:12])[F:11])[CH:9]=1.[N:36]1[CH:41]=[C:40]([C:42](O)=[O:43])[CH:39]=[N:38][CH:37]=1.CCN=C=NCCCN(C)C.Cl.C1C=CC2N(O)N=NC=2C=1. (4) The reactants are: [C:1]([O:5][C:6](=[O:16])[NH:7][C:8]1[S:9][C:10]([CH2:13][CH2:14][NH2:15])=[CH:11][N:12]=1)([CH3:4])([CH3:3])[CH3:2].Cl[C:18]1[C:19]2[S:26][CH:25]=[CH:24][C:20]=2[N:21]=[CH:22][N:23]=1.CCN(C(C)C)C(C)C. Given the product [C:1]([O:5][C:6](=[O:16])[NH:7][C:8]1[S:9][C:10]([CH2:13][CH2:14][NH:15][C:18]2[C:19]3[S:26][CH:25]=[CH:24][C:20]=3[N:21]=[CH:22][N:23]=2)=[CH:11][N:12]=1)([CH3:4])([CH3:2])[CH3:3], predict the reactants needed to synthesize it. (5) Given the product [C:11]([O:15][C:16](=[O:40])[N:17]([C:18]1[CH:19]=[CH:20][C:21]2[N:22]([C:44]3[CH:43]=[CH:9][C:4]([Cl:3])=[CH:5][CH:6]=3)[C:23](=[O:28])[N:24]([C:7]3[CH:8]=[CH:9][C:4]([Cl:3])=[CH:5][CH:6]=3)[CH2:25][C:26]=2[N:27]=1)[CH2:29][C:30]1[CH:35]=[CH:34][C:33]([O:36][CH3:37])=[CH:32][C:31]=1[O:38][CH3:39])([CH3:14])([CH3:13])[CH3:12].[C:11]([O:15][C:16](=[O:40])[N:17]([C:18]1[CH:19]=[CH:20][C:21]2[N:22]([C:7]3[CH:8]=[CH:9][C:4]([Cl:3])=[CH:5][CH:6]=3)[C:23](=[O:28])[NH:24][CH2:25][C:26]=2[N:27]=1)[CH2:29][C:30]1[CH:35]=[CH:34][C:33]([O:36][CH3:37])=[CH:32][C:31]=1[O:38][CH3:39])([CH3:14])([CH3:12])[CH3:13], predict the reactants needed to synthesize it. The reactants are: [F-].[Cs+].[Cl:3][C:4]1[CH:9]=[CH:8][C:7](I)=[CH:6][CH:5]=1.[C:11]([O:15][C:16](=[O:40])[N:17]([CH2:29][C:30]1[CH:35]=[CH:34][C:33]([O:36][CH3:37])=[CH:32][C:31]=1[O:38][CH3:39])[C:18]1[CH:19]=[CH:20][C:21]2[NH:22][C:23](=[O:28])[NH:24][CH2:25][C:26]=2[N:27]=1)([CH3:14])([CH3:13])[CH3:12].CN[CH2:43][CH2:44]NC. (6) Given the product [C:18]([OH:22])(=[O:31])/[CH:19]=[CH:20]/[C:25]([OH:27])=[O:28].[Cl:1][C:2]1[CH:9]=[CH:8][C:5]([C:6]#[N:7])=[C:4]([O:22][C:18]2[CH:19]=[CH:20][CH:21]=[C:16]([CH2:15][N:13]([CH3:14])[CH3:12])[C:17]=2[CH2:23][CH3:24])[CH:3]=1, predict the reactants needed to synthesize it. The reactants are: [Cl:1][C:2]1[CH:9]=[CH:8][C:5]([C:6]#[N:7])=[C:4](F)[CH:3]=1.Br.[CH3:12][N:13]([CH2:15][C:16]1[C:17]([CH2:23][CH3:24])=[C:18]([OH:22])[CH:19]=[CH:20][CH:21]=1)[CH3:14].[C:25](=[O:28])([O-:27])[O-].[Cs+].[Cs+].[OH-:31].[Na+]. (7) Given the product [CH:16]1([NH:19][C:20]([C:22]2[S:35][C:25]3=[N:26][C:27]([O:4][CH2:3][CH2:2][CH2:1][OH:5])=[C:28]([Cl:31])[C:29]([CH3:30])=[C:24]3[C:23]=2[NH2:36])=[O:21])[CH2:18][CH2:17]1, predict the reactants needed to synthesize it. The reactants are: [CH2:1]([OH:5])[CH2:2][CH2:3][OH:4].C[Si]([N-][Si](C)(C)C)(C)C.[Li+].[CH:16]1([NH:19][C:20]([C:22]2[S:35][C:25]3=[N:26][C:27](S(C)=O)=[C:28]([Cl:31])[C:29]([CH3:30])=[C:24]3[C:23]=2[NH2:36])=[O:21])[CH2:18][CH2:17]1. (8) Given the product [CH3:6][NH:7][CH:8]([C:12]1[NH:13][CH:14]=[C:15]([C:17]2[CH:22]=[CH:21][CH:20]=[CH:19][CH:18]=2)[N:16]=1)[CH:9]([CH3:11])[CH3:10], predict the reactants needed to synthesize it. The reactants are: C(O[C:6](=O)[NH:7][CH:8]([C:12]1[NH:13][CH:14]=[C:15]([C:17]2[CH:22]=[CH:21][CH:20]=[CH:19][CH:18]=2)[N:16]=1)[CH:9]([CH3:11])[CH3:10])(C)(C)C.[H-].[H-].[H-].[H-].[Li+].[Al+3]. (9) Given the product [CH2:20]([N:22]([CH2:23][CH3:24])[CH2:6][CH2:7][CH2:8][CH:9]([NH:12][C:13](=[O:14])[O:15][C:16]([CH3:19])([CH3:18])[CH3:17])[CH2:10][CH3:11])[CH3:21], predict the reactants needed to synthesize it. The reactants are: CS(O[CH2:6][CH2:7][CH2:8][CH:9]([NH:12][C:13]([O:15][C:16]([CH3:19])([CH3:18])[CH3:17])=[O:14])[CH2:10][CH3:11])(=O)=O.[CH2:20]([NH:22][CH2:23][CH3:24])[CH3:21]. (10) The reactants are: [NH2:1][C:2]1[N:7]=[C:6](Cl)[CH:5]=[C:4]([Cl:9])[N:3]=1.[CH3:10][O:11][C:12]1[CH:19]=[CH:18][C:15]([NH:16][CH3:17])=[CH:14][CH:13]=1.Cl.C([O-])([O-])=O.[Na+].[Na+]. Given the product [Cl:9][C:4]1[N:3]=[C:2]([NH2:1])[N:7]=[C:6]([N:16]([C:15]2[CH:18]=[CH:19][C:12]([O:11][CH3:10])=[CH:13][CH:14]=2)[CH3:17])[CH:5]=1, predict the reactants needed to synthesize it.